Task: Regression. Given two drug SMILES strings and cell line genomic features, predict the synergy score measuring deviation from expected non-interaction effect.. Dataset: NCI-60 drug combinations with 297,098 pairs across 59 cell lines (1) Drug 1: CC(C)(C#N)C1=CC(=CC(=C1)CN2C=NC=N2)C(C)(C)C#N. Drug 2: C1CN(CCN1C(=O)CCBr)C(=O)CCBr. Cell line: HCC-2998. Synergy scores: CSS=4.97, Synergy_ZIP=-3.69, Synergy_Bliss=0.0944, Synergy_Loewe=-3.29, Synergy_HSA=-3.09. (2) Drug 1: C1CCC(C1)C(CC#N)N2C=C(C=N2)C3=C4C=CNC4=NC=N3. Drug 2: C1CC(C1)(C(=O)O)C(=O)O.[NH2-].[NH2-].[Pt+2]. Cell line: CCRF-CEM. Synergy scores: CSS=59.3, Synergy_ZIP=-1.62, Synergy_Bliss=-1.84, Synergy_Loewe=-7.95, Synergy_HSA=-2.84. (3) Drug 1: C1=CC(=CC=C1CCC2=CNC3=C2C(=O)NC(=N3)N)C(=O)NC(CCC(=O)O)C(=O)O. Drug 2: CC(CN1CC(=O)NC(=O)C1)N2CC(=O)NC(=O)C2. Cell line: UACC-257. Synergy scores: CSS=19.0, Synergy_ZIP=-2.89, Synergy_Bliss=5.23, Synergy_Loewe=3.85, Synergy_HSA=5.64. (4) Drug 1: CC1=CC=C(C=C1)C2=CC(=NN2C3=CC=C(C=C3)S(=O)(=O)N)C(F)(F)F. Drug 2: C(=O)(N)NO. Cell line: SNB-75. Synergy scores: CSS=-0.443, Synergy_ZIP=-0.392, Synergy_Bliss=-1.58, Synergy_Loewe=-0.731, Synergy_HSA=-1.75. (5) Drug 1: CC1=C(C=C(C=C1)NC2=NC=CC(=N2)N(C)C3=CC4=NN(C(=C4C=C3)C)C)S(=O)(=O)N.Cl. Drug 2: C1C(C(OC1N2C=C(C(=O)NC2=O)F)CO)O. Cell line: KM12. Synergy scores: CSS=38.6, Synergy_ZIP=7.52, Synergy_Bliss=-0.471, Synergy_Loewe=16.2, Synergy_HSA=1.34.